From a dataset of Experimentally validated miRNA-target interactions with 360,000+ pairs, plus equal number of negative samples. Binary Classification. Given a miRNA mature sequence and a target amino acid sequence, predict their likelihood of interaction. The miRNA is hsa-miR-7106-5p with sequence UGGGAGGAGGGGAUCUUGGG. The protein sequence of the target gene is MAATRSPTRARERERSGAPAAGSDQVHSWMLATSQALDTVWRMAKGFVMLAVSFLVAAICYFRRLHLYSGHKLKWWIGYLQRKFKRNLSVEAEVDLLSYCAREWKGETPRNKLMRKAYEELFWRHHIKCVRQVRRDNYDALRSVLFQIFSQGISFPSWMKEKDIVKLPEKLLFSQGCNWIQQYSFGPEKYTGSNVFGKLRKYVELLKTQWTEFNGIRDYHKRGSMCNTLFSDAILEYKLYEALKFIMLYQVTEVYEQMKTKKVIPSLFRLLFSRETSSDPLSFMMNHLNSVGDTCGLEQI.... Result: 1 (interaction).